This data is from Full USPTO retrosynthesis dataset with 1.9M reactions from patents (1976-2016). The task is: Predict the reactants needed to synthesize the given product. (1) Given the product [C:1]([O:5][C:6]([N:8]1[CH2:13][CH2:12][CH:11]([C:14]2[CH:15]=[C:16]3[C:25](=[CH:26][C:27]=2[CH3:31])[O:24][CH2:23][C:22]2[N:17]3[CH:18]([CH3:30])[C:19](=[O:29])[NH:20][N:21]=2)[CH2:10][CH2:9]1)=[O:7])([CH3:4])([CH3:3])[CH3:2], predict the reactants needed to synthesize it. The reactants are: [C:1]([O:5][C:6]([N:8]1[CH2:13][CH2:12][CH:11]([C:14]2[CH:15]=[C:16]3[C:25](=[CH:26][C:27]=2Br)[O:24][CH2:23][C:22]2[N:17]3[CH:18]([CH3:30])[C:19](=[O:29])[NH:20][N:21]=2)[CH2:10][CH2:9]1)=[O:7])([CH3:4])([CH3:3])[CH3:2].[CH3:31]B1OB(C)OB(C)O1.C([O-])([O-])=O.[K+].[K+]. (2) Given the product [C:1]([O:5][C:6]([N:8]1[CH2:13][CH2:12][N:11]([C:14]2[N:17]([CH3:18])[C:38]([C:37]3[CH:42]=[CH:43][C:34]([O:33][CH:32]([F:44])[F:31])=[CH:35][CH:36]=3)=[N:40][N:41]=2)[CH:10]([C:19]2[O:23][N:22]=[C:21]([C:24]3[CH:29]=[CH:28][CH:27]=[C:26]([Cl:30])[CH:25]=3)[N:20]=2)[CH2:9]1)=[O:7])([CH3:4])([CH3:2])[CH3:3], predict the reactants needed to synthesize it. The reactants are: [C:1]([O:5][C:6]([N:8]1[CH2:13][CH2:12][N:11]([C:14](=[N:17][CH3:18])SC)[CH:10]([C:19]2[O:23][N:22]=[C:21]([C:24]3[CH:29]=[CH:28][CH:27]=[C:26]([Cl:30])[CH:25]=3)[N:20]=2)[CH2:9]1)=[O:7])([CH3:4])([CH3:3])[CH3:2].[F:31][CH:32]([F:44])[O:33][C:34]1[CH:43]=[CH:42][C:37]([C:38]([NH:40][NH2:41])=O)=[CH:36][CH:35]=1. (3) Given the product [F:8][C:9]([F:15])([F:14])[S:10]([O-:13])(=[O:12])=[O:11].[Fe+2:16].[F:8][C:9]([F:15])([F:14])[S:10]([O-:13])(=[O:12])=[O:11], predict the reactants needed to synthesize it. The reactants are: C(N(CC)CC)C.[F:8][C:9]([F:15])([F:14])[S:10]([O-:13])(=[O:12])=[O:11].[Fe+2:16].C(#N)C.C(#N)C.C(#N)C.C(#N)C.C(#N)C.C(#N)C.FC(F)(F)S([O-])(=O)=O.[S-]C#N.[Na+].[K+].[Br-]. (4) The reactants are: C[O:2][C:3]([C:5]1[N:6]([CH2:11][C:12]([C:14]2[CH:19]=[CH:18][C:17]([C:20]([CH3:23])([CH3:22])[CH3:21])=[CH:16][CH:15]=2)=O)[CH:7]=[C:8]([F:10])[CH:9]=1)=O.C([O-])(=O)C.[NH4+:28].O. Given the product [C:20]([C:17]1[CH:18]=[CH:19][C:14]([C:12]2[NH:28][C:3](=[O:2])[C:5]3[N:6]([CH:7]=[C:8]([F:10])[CH:9]=3)[CH:11]=2)=[CH:15][CH:16]=1)([CH3:23])([CH3:22])[CH3:21], predict the reactants needed to synthesize it. (5) Given the product [Cl:1][C:2]1[CH:3]=[C:4]([C:8]2[N:9]=[CH:10][C:11]3[CH2:12][CH2:13][C:14]([CH3:26])([CH3:25])[C:15]4([C:21](=[O:22])[N:20]([CH3:23])[C:19](=[S:36])[NH:18]4)[C:16]=3[CH:17]=2)[CH:5]=[CH:6][CH:7]=1, predict the reactants needed to synthesize it. The reactants are: [Cl:1][C:2]1[CH:3]=[C:4]([C:8]2[N:9]=[CH:10][C:11]3[CH2:12][CH2:13][C:14]([CH3:26])([CH3:25])[C:15]4([C:21](=[O:22])[N:20]([CH3:23])[C:19](=O)[NH:18]4)[C:16]=3[CH:17]=2)[CH:5]=[CH:6][CH:7]=1.COC1C=CC(P2(SP(C3C=CC(OC)=CC=3)(=S)S2)=[S:36])=CC=1. (6) Given the product [Cl:9][C:3]1[CH:4]=[C:5]([C:33]#[C:32][C:28]2[CH:27]=[C:26]([C:23]3[NH:22][N:21]=[C:20]([C:18]([N:15]4[CH2:16][CH2:17][CH:13]([N:12]([CH2:34][CH3:35])[CH2:10][CH3:11])[CH2:14]4)=[O:19])[C:24]=3[CH3:25])[CH:31]=[CH:30][CH:29]=2)[CH:6]=[CH:7][C:2]=1[Cl:1], predict the reactants needed to synthesize it. The reactants are: [Cl:1][C:2]1[CH:7]=[CH:6][C:5](I)=[CH:4][C:3]=1[Cl:9].[CH2:10]([N:12]([CH2:34][CH3:35])[CH:13]1[CH2:17][CH2:16][N:15]([C:18]([C:20]2[C:24]([CH3:25])=[C:23]([C:26]3[CH:31]=[CH:30][CH:29]=[C:28]([C:32]#[CH:33])[CH:27]=3)[NH:22][N:21]=2)=[O:19])[CH2:14]1)[CH3:11]. (7) The reactants are: [Cl:1][C:2]1[CH:3]=[CH:4][CH:5]=[C:6]2[C:11]=1[C:10]([CH2:12][C:13]1[CH:14]=[C:15]([CH:19]=[CH:20][CH:21]=1)[C:16]([OH:18])=O)=[N:9][NH:8][C:7]2=[O:22].[CH2:23]([O:25][CH:26]1[CH2:31][CH2:30][NH:29][CH2:28][CH2:27]1)[CH3:24].C(N(C(C)C)C(C)C)C.CN(C(ON1N=NC2C=CC=CC1=2)=[N+](C)C)C.F[P-](F)(F)(F)(F)F. Given the product [Cl:1][C:2]1[CH:3]=[CH:4][CH:5]=[C:6]2[C:11]=1[C:10]([CH2:12][C:13]1[CH:21]=[CH:20][CH:19]=[C:15]([C:16]([N:29]3[CH2:30][CH2:31][CH:26]([O:25][CH2:23][CH3:24])[CH2:27][CH2:28]3)=[O:18])[CH:14]=1)=[N:9][NH:8][C:7]2=[O:22], predict the reactants needed to synthesize it. (8) Given the product [CH2:3]([O:10][C:11]1[CH:12]=[CH:13][C:14]([C@@H:17]2[CH2:19][C@H:18]2[C:20]([OH:22])=[O:21])=[CH:15][CH:16]=1)[C:4]1[CH:5]=[CH:6][CH:7]=[CH:8][CH:9]=1, predict the reactants needed to synthesize it. The reactants are: [OH-].[Na+].[CH2:3]([O:10][C:11]1[CH:16]=[CH:15][C:14]([C@@H:17]2[CH2:19][C@H:18]2[C:20]([O:22]CC)=[O:21])=[CH:13][CH:12]=1)[C:4]1[CH:9]=[CH:8][CH:7]=[CH:6][CH:5]=1.